Dataset: Peptide-MHC class I binding affinity with 185,985 pairs from IEDB/IMGT. Task: Regression. Given a peptide amino acid sequence and an MHC pseudo amino acid sequence, predict their binding affinity value. This is MHC class I binding data. (1) The peptide sequence is IIVGFSNL. The MHC is H-2-Kb with pseudo-sequence H-2-Kb. The binding affinity (normalized) is 1.00. (2) The peptide sequence is GVYSVFYLY. The MHC is HLA-A33:01 with pseudo-sequence HLA-A33:01. The binding affinity (normalized) is 0.340. (3) The MHC is Patr-A0901 with pseudo-sequence Patr-A0901. The binding affinity (normalized) is 0.531. The peptide sequence is MWLSYFVASF.